This data is from Catalyst prediction with 721,799 reactions and 888 catalyst types from USPTO. The task is: Predict which catalyst facilitates the given reaction. (1) Reactant: [NH2:1][C:2]1[CH:9]=[CH:8][C:5]([C:6]#[N:7])=[CH:4][C:3]=1[N+:10]([O-])=O.[H][H]. Product: [NH2:10][C:3]1[CH:4]=[C:5]([CH:8]=[CH:9][C:2]=1[NH2:1])[C:6]#[N:7]. The catalyst class is: 19. (2) Reactant: [Cl:1][C:2]1[CH:18]=[CH:17][C:16]([C:19]([F:22])([F:21])[F:20])=[CH:15][C:3]=1[C:4]([NH:6][C@H:7]1[CH2:12][CH2:11][C@H:10]([CH:13]=[O:14])[CH2:9][CH2:8]1)=[O:5].[CH3:23][Mg]Br. Product: [Cl:1][C:2]1[CH:18]=[CH:17][C:16]([C:19]([F:20])([F:21])[F:22])=[CH:15][C:3]=1[C:4]([NH:6][C@H:7]1[CH2:12][CH2:11][C@H:10]([C@@H:13]([OH:14])[CH3:23])[CH2:9][CH2:8]1)=[O:5]. The catalyst class is: 1.